Dataset: Full USPTO retrosynthesis dataset with 1.9M reactions from patents (1976-2016). Task: Predict the reactants needed to synthesize the given product. (1) The reactants are: [CH3:1][O:2][C:3]1[CH:4]=[C:5]2[C:10](=[CH:11][C:12]=1[O:13][CH3:14])[N:9]=[CH:8][CH:7]=[C:6]2[O:15][C:16]1[CH:22]=[CH:21][C:19]([NH2:20])=[C:18]([CH3:23])[C:17]=1[CH3:24].Cl[C:26](Cl)([O:28]C(=O)OC(Cl)(Cl)Cl)Cl.[CH3:37][CH:38]([OH:44])[CH2:39][CH2:40][CH2:41][CH2:42][CH3:43].C(=O)(O)[O-].[Na+]. Given the product [CH3:1][O:2][C:3]1[CH:4]=[C:5]2[C:10](=[CH:11][C:12]=1[O:13][CH3:14])[N:9]=[CH:8][CH:7]=[C:6]2[O:15][C:16]1[CH:22]=[CH:21][C:19]([NH:20][C:26](=[O:28])[O:44][CH:38]([CH3:37])[CH2:39][CH2:40][CH2:41][CH2:42][CH3:43])=[C:18]([CH3:23])[C:17]=1[CH3:24], predict the reactants needed to synthesize it. (2) Given the product [CH2:1]([CH:5]1[NH:10][CH2:9][CH2:8][N:7]2[CH:12]=[C:13]([C:15]3[CH:20]=[CH:19][CH:18]=[CH:17][C:16]=3[O:21][CH3:22])[N:14]=[C:6]12)[CH2:2][CH2:3][CH3:4], predict the reactants needed to synthesize it. The reactants are: [CH2:1]([C:5]1[C:6]2[N:7]([CH:12]=[C:13]([C:15]3[CH:20]=[CH:19][CH:18]=[CH:17][C:16]=3[O:21][CH3:22])[N:14]=2)[CH2:8][C:9](=O)[N:10]=1)[CH2:2][CH2:3][CH3:4].B.C1COCC1.Cl.C([O-])([O-])=O.[K+].[K+]. (3) The reactants are: I[C:2]1[CH:11]=[CH:10][CH:9]=[CH:8][C:3]=1[CH:4]=[CH:5][C:6]#[N:7].[NH2:12][CH2:13][C:14]1[CH:29]=[CH:28][C:17]([C:18]([NH:20][C:21]2[CH:26]=[CH:25][CH:24]=[CH:23][C:22]=2[NH2:27])=[O:19])=[CH:16][CH:15]=1.C([O-])([O-])=O.[K+].[K+].[CH2:36]=[C:37]=[CH2:38]. Given the product [NH2:27][C:22]1[CH:23]=[CH:24][CH:25]=[CH:26][C:21]=1[NH:20][C:18](=[O:19])[C:17]1[CH:16]=[CH:15][C:14]([CH2:13][N:12]2[CH2:38][C:37](=[CH2:36])[C:2]3[C:3](=[CH:8][CH:9]=[CH:10][CH:11]=3)[CH:4]2[CH2:5][C:6]#[N:7])=[CH:29][CH:28]=1, predict the reactants needed to synthesize it. (4) Given the product [Cl:1][C:2]1[CH:3]=[N:4][C:5]2[N:6]([N:8]=[C:9]([C:11]([N:16]3[CH2:17][CH:18]=[C:19]([C:21]4[S:22][CH:23]=[CH:24][CH:25]=4)[CH2:20][CH:15]3[CH3:14])=[O:13])[CH:10]=2)[CH:7]=1, predict the reactants needed to synthesize it. The reactants are: [Cl:1][C:2]1[CH:3]=[N:4][C:5]2[N:6]([N:8]=[C:9]([C:11]([OH:13])=O)[CH:10]=2)[CH:7]=1.[CH3:14][CH:15]1[CH2:20][C:19]([C:21]2[S:22][CH:23]=[CH:24][CH:25]=2)=[CH:18][CH2:17][NH:16]1. (5) Given the product [NH:12]1[CH2:11][CH:10]=[C:9]([C:6]2[CH:7]=[CH:8][C:3]([C:1]#[N:2])=[CH:4][CH:5]=2)[CH2:14][CH2:13]1.[C:25]([OH:31])([C:27]([F:30])([F:29])[F:28])=[O:26], predict the reactants needed to synthesize it. The reactants are: [C:1]([C:3]1[CH:8]=[CH:7][C:6]([C:9]2[CH2:14][CH2:13][N:12](C(OC(C)(C)C)=O)[CH2:11][CH:10]=2)=[CH:5][CH:4]=1)#[N:2].C(Cl)Cl.[C:25]([OH:31])([C:27]([F:30])([F:29])[F:28])=[O:26]. (6) Given the product [Cl:14][CH2:15][CH2:16][NH:17][C:18]([NH:1][C:2]1[CH:3]=[CH:4][C:5]([CH:8]([CH3:13])[C:9]([O:11][CH3:12])=[O:10])=[CH:6][CH:7]=1)=[O:19], predict the reactants needed to synthesize it. The reactants are: [NH2:1][C:2]1[CH:7]=[CH:6][C:5]([CH:8]([CH3:13])[C:9]([O:11][CH3:12])=[O:10])=[CH:4][CH:3]=1.[Cl:14][CH2:15][CH2:16][N:17]=[C:18]=[O:19]. (7) The reactants are: Br[C:2]1[CH:3]=[CH:4][C:5]2[O:14][CH2:13][CH2:12][N:11]3[C:7](=[N:8][C:9]([C:15]4[C:20]([CH3:21])=[CH:19][CH:18]=[CH:17][N:16]=4)=[CH:10]3)[C:6]=2[CH:22]=1.[CH:23]([N:26]1[CH2:31][CH2:30][CH:29]([SH:32])[CH2:28][CH2:27]1)([CH3:25])[CH3:24].CC1(C)C2C(=C(P(C3C=CC=CC=3)C3C=CC=CC=3)C=CC=2)OC2C(P(C3C=CC=CC=3)C3C=CC=CC=3)=CC=CC1=2.CCN(C(C)C)C(C)C. Given the product [CH:23]([N:26]1[CH2:31][CH2:30][CH:29]([S:32][C:2]2[CH:3]=[CH:4][C:5]3[O:14][CH2:13][CH2:12][N:11]4[C:7](=[N:8][C:9]([C:15]5[C:20]([CH3:21])=[CH:19][CH:18]=[CH:17][N:16]=5)=[CH:10]4)[C:6]=3[CH:22]=2)[CH2:28][CH2:27]1)([CH3:25])[CH3:24], predict the reactants needed to synthesize it. (8) Given the product [Cl:1][C:11]1[C:8]2[CH:9]=[N:10][C:5]([Cl:4])=[CH:6][C:7]=2[NH:13][N:12]=1, predict the reactants needed to synthesize it. The reactants are: [Cl:1][O-].[Na+].[Cl:4][C:5]1[N:10]=[CH:9][C:8]2[CH:11]=[N:12][NH:13][C:7]=2[CH:6]=1.O.S([O-])([O-])=O.[Na+].[Na+]. (9) Given the product [CH2:1]([O:8][C:9]1[C:10]([C:21]2[CH:22]=[CH:23][C:24]3[O:29][CH2:28][CH2:27][CH2:26][C:25]=3[CH:30]=2)=[C:11]([CH:16]([CH2:43][CH:42]=[CH2:41])[C:17]([O:19][CH3:20])=[O:18])[C:12]([CH3:15])=[CH:13][CH:14]=1)[C:2]1[CH:3]=[CH:4][CH:5]=[CH:6][CH:7]=1, predict the reactants needed to synthesize it. The reactants are: [CH2:1]([O:8][C:9]1[C:10]([C:21]2[CH:22]=[CH:23][C:24]3[O:29][CH2:28][CH2:27][CH2:26][C:25]=3[CH:30]=2)=[C:11]([CH2:16][C:17]([O:19][CH3:20])=[O:18])[C:12]([CH3:15])=[CH:13][CH:14]=1)[C:2]1[CH:7]=[CH:6][CH:5]=[CH:4][CH:3]=1.C[Si]([N-][Si](C)(C)C)(C)C.[Li+].[CH2:41](Br)[CH:42]=[CH2:43].[Cl-].[NH4+].